Dataset: Catalyst prediction with 721,799 reactions and 888 catalyst types from USPTO. Task: Predict which catalyst facilitates the given reaction. (1) Reactant: [CH2:1]([C:5]1[CH:10]=[CH:9][C:8]([C:11]#[C:12][C:13]2[CH:40]=[CH:39][C:16]([CH2:17][N:18]([C:30](=[O:38])[CH2:31][CH2:32][CH:33]3[CH2:37][CH2:36][CH2:35][CH2:34]3)[C:19]3[CH:29]=[CH:28][C:22]([C:23]([O:25]CC)=[O:24])=[CH:21][CH:20]=3)=[CH:15][CH:14]=2)=[CH:7][CH:6]=1)[CH2:2][CH2:3][CH3:4].O[Li].O. The catalyst class is: 12. Product: [CH2:1]([C:5]1[CH:6]=[CH:7][C:8]([C:11]#[C:12][C:13]2[CH:14]=[CH:15][C:16]([CH2:17][N:18]([C:30](=[O:38])[CH2:31][CH2:32][CH:33]3[CH2:37][CH2:36][CH2:35][CH2:34]3)[C:19]3[CH:20]=[CH:21][C:22]([C:23]([OH:25])=[O:24])=[CH:28][CH:29]=3)=[CH:39][CH:40]=2)=[CH:9][CH:10]=1)[CH2:2][CH2:3][CH3:4]. (2) Reactant: [CH2:1]([C:4]1[CH:20]=[CH:19][C:7]2[CH2:8][CH2:9][N:10]([C:13](=[O:18])[C:14]([F:17])([F:16])[F:15])[CH2:11][CH2:12][C:6]=2[C:5]=1[OH:21])[CH:2]=[CH2:3]. Product: [OH:21][C:5]1[C:6]2[CH2:12][CH2:11][N:10]([C:13](=[O:18])[C:14]([F:17])([F:15])[F:16])[CH2:9][CH2:8][C:7]=2[CH:19]=[CH:20][C:4]=1[CH2:1][CH2:2][CH3:3]. The catalyst class is: 99. (3) Reactant: [C:1]([C:3]1[CH:12]=[CH:11][C:6]([C:7](OC)=[O:8])=[CH:5][C:4]=1[O:13][CH3:14])#[N:2].[BH4-].[Li+].CCOC(C)=O. Product: [C:1]([C:3]1[CH:12]=[CH:11][C:6]([CH2:7][OH:8])=[CH:5][C:4]=1[O:13][CH3:14])#[N:2]. The catalyst class is: 1.